From a dataset of Reaction yield outcomes from USPTO patents with 853,638 reactions. Predict the reaction yield, written as a fraction of the theoretical maximum amount of product (1.0 means a 100% yield; for example, 0.34 means a 34% yield). (1) The reactants are [NH2:1][C:2]1[CH:9]=[CH:8][CH:7]=[C:6]([O:10][CH2:11][CH2:12][CH3:13])[C:3]=1[C:4]#[N:5].[S:14](Cl)(=[O:17])(=[O:16])[NH2:15]. The catalyst is CC(N(C)C)=O. The product is [S:14]([NH:1][C:2]1[CH:9]=[CH:8][CH:7]=[C:6]([O:10][CH2:11][CH2:12][CH3:13])[C:3]=1[C:4]#[N:5])(=[O:17])(=[O:16])[NH2:15]. The yield is 0.770. (2) The reactants are OS(C(F)(F)F)(=O)=O.[C:9](=[NH:32])([O:11][CH2:12][CH2:13][C:14]1[CH:19]=[CH:18][C:17]([O:20][C:21]2[CH:26]=[CH:25][C:24]([Cl:27])=[C:23]([C:28]([F:31])([F:30])[F:29])[CH:22]=2)=[CH:16][CH:15]=1)[NH2:10].[CH:33]([CH:35]([CH2:41][C:42]1[CH:47]=[CH:46][CH:45]=[CH:44][CH:43]=1)[C:36](OCC)=O)=[O:34].C([O-])([O-])=O.[K+].[K+]. The catalyst is CC(N(C)C)=O. The product is [Cl:27][C:24]1[CH:25]=[CH:26][C:21]([O:20][C:17]2[CH:16]=[CH:15][C:14]([CH2:13][CH2:12][O:11][C:9]3[NH:10][CH:36]=[C:35]([CH2:41][C:42]4[CH:47]=[CH:46][CH:45]=[CH:44][CH:43]=4)[C:33](=[O:34])[N:32]=3)=[CH:19][CH:18]=2)=[CH:22][C:23]=1[C:28]([F:31])([F:30])[F:29]. The yield is 0.397.